The task is: Predict the reactants needed to synthesize the given product.. This data is from Full USPTO retrosynthesis dataset with 1.9M reactions from patents (1976-2016). (1) Given the product [Cl:1][C:2]1[CH:3]=[CH:4][C:5]([O:35][CH:36]([F:38])[F:37])=[C:6]([C:8]2[C:12]([NH:13][C:14]([C:16]3[CH:17]=[N:18][N:19]4[CH:24]=[CH:23][CH:22]=[N:21][C:20]=34)=[O:15])=[CH:11][N:10]([CH2:25][CH2:26][N:27]([CH3:42])[CH2:28][CH:29]3[CH2:33][CH2:32][C:31](=[O:34])[O:30]3)[N:9]=2)[CH:7]=1, predict the reactants needed to synthesize it. The reactants are: [Cl:1][C:2]1[CH:3]=[CH:4][C:5]([O:35][CH:36]([F:38])[F:37])=[C:6]([C:8]2[C:12]([NH:13][C:14]([C:16]3[CH:17]=[N:18][N:19]4[CH:24]=[CH:23][CH:22]=[N:21][C:20]=34)=[O:15])=[CH:11][N:10]([CH2:25][CH2:26][NH:27][CH2:28][CH:29]3[CH2:33][CH2:32][C:31](=[O:34])[O:30]3)[N:9]=2)[CH:7]=1.C=O.[BH3-][C:42]#N.[Na+]. (2) Given the product [CH3:1][C:2]1[C:3]([N+:13]([O-:15])=[O:14])=[C:4]([C:8]2[NH:9][CH:10]=[CH:11][N:12]=2)[CH:5]=[CH:6][CH:7]=1, predict the reactants needed to synthesize it. The reactants are: [CH3:1][C:2]1[C:3]([N+:13]([O-:15])=[O:14])=[C:4]([C:8]2[NH:9][CH2:10][CH2:11][N:12]=2)[CH:5]=[CH:6][CH:7]=1. (3) Given the product [Cl:64][C:61]1[N:62]=[CH:63][C:58]([C:43]2[CH:44]=[CH:45][C:46]3[N:47]([CH:49]=[C:50]([NH:52][C:53](=[O:55])[CH3:54])[N:51]=3)[N:48]=2)=[CH:59][C:60]=1[NH:65][S:66]([C:69]1[CH:74]=[CH:73][C:72]([F:75])=[CH:71][C:70]=1[Cl:76])(=[O:68])=[O:67], predict the reactants needed to synthesize it. The reactants are: ClC1N=CC(C2C=CC3N(C=C(NC(=O)C)N=3)N=2)=CC=1NS(C1C=CC(C(O)(C)C)=CC=1)(=O)=O.CC1(C)C(C)(C)OB([C:43]2[CH:44]=[CH:45][C:46]3[N:47]([CH:49]=[C:50]([NH:52][C:53](=[O:55])[CH3:54])[N:51]=3)[N:48]=2)O1.Br[C:58]1[CH:59]=[C:60]([NH:65][S:66]([C:69]2[CH:74]=[CH:73][C:72]([F:75])=[CH:71][C:70]=2[Cl:76])(=[O:68])=[O:67])[C:61]([Cl:64])=[N:62][CH:63]=1. (4) Given the product [CH3:1][O:2][C:16]1[CH:17]=[C:18]2[C:23](=[CH:24][CH:15]=1)[N:22]([CH:25]([C:38]1[CH:43]=[CH:42][CH:41]=[C:40]([Cl:44])[CH:39]=1)[C:26]1[CH:31]=[CH:30][C:29]([CH2:32][N:33]3[CH2:37][CH2:36][CH2:35][CH2:34]3)=[CH:28][CH:27]=1)[CH2:21][CH:20]=[C:19]2[NH2:45], predict the reactants needed to synthesize it. The reactants are: [CH3:1][O:2]C1C=C2C(=CC=1)N=CC=C2Cl.Cl[C:15]1[CH:24]=[C:23]2[C:18]([C:19]([NH2:45])=[CH:20][CH2:21][N:22]2[CH:25]([C:38]2[CH:43]=[CH:42][CH:41]=[C:40]([Cl:44])[CH:39]=2)[C:26]2[CH:31]=[CH:30][C:29]([CH2:32][N:33]3[CH2:37][CH2:36][CH2:35][CH2:34]3)=[CH:28][CH:27]=2)=[CH:17][CH:16]=1.